Dataset: Tyrosyl-DNA phosphodiesterase HTS with 341,365 compounds. Task: Binary Classification. Given a drug SMILES string, predict its activity (active/inactive) in a high-throughput screening assay against a specified biological target. (1) The compound is n1(c2c(c(C(c3c4c(n(c3)C)cccc4)c3ncccc3)c1)cccc2)C. The result is 0 (inactive). (2) The drug is S1(=O)(=O)c2c(C(=O)c3c1cccc3)ccc(c2)C(=O)NCCCOC(C)C. The result is 0 (inactive). (3) The compound is O1C(CCC1)CN\C=C1\c2c(NC1=O)cccc2. The result is 0 (inactive). (4) The molecule is O=C(NC1CCCCC1)COC(=O)CCOc1c(cccc1)C. The result is 0 (inactive). (5) The drug is FC(F)(F)C1n2[nH]c(cc2=NC(C1)c1cc2OCOc2cc1)C(=O)Nc1c(OC)ccc(OC)c1. The result is 0 (inactive). (6) The molecule is o1c(c2nc3c(nc2c2occc2)ccc(c3)C(=O)Nc2ccc(cc2)C(=O)C)ccc1. The result is 1 (active).